Dataset: Reaction yield outcomes from USPTO patents with 853,638 reactions. Task: Predict the reaction yield, written as a fraction of the theoretical maximum amount of product (1.0 means a 100% yield; for example, 0.34 means a 34% yield). (1) The reactants are [CH3:1]/[C:2](=[CH:6]\[CH2:7][CH2:8][CH3:9])/[C:3](O)=[O:4].C(N(CC)CC)C.C(Cl)(=O)C(C)(C)C.[Cl-].[Li+].[C:26]1([C@H:32]2[C@@H:36]([C:37]3[CH:42]=[CH:41][CH:40]=[CH:39][CH:38]=3)[O:35][C:34](=[O:43])[NH:33]2)[CH:31]=[CH:30][CH:29]=[CH:28][CH:27]=1. The catalyst is C1COCC1. The product is [CH3:1]/[C:2](=[CH:6]\[CH2:7][CH2:8][CH3:9])/[C:3]([N:33]1[C@@H:32]([C:26]2[CH:27]=[CH:28][CH:29]=[CH:30][CH:31]=2)[C@@H:36]([C:37]2[CH:38]=[CH:39][CH:40]=[CH:41][CH:42]=2)[O:35][C:34]1=[O:43])=[O:4]. The yield is 0.640. (2) The reactants are [Br:1][C:2]1[CH:7]=[C:6]([S:8]([CH3:11])(=[O:10])=[O:9])[CH:5]=[CH:4][C:3]=1F.[OH:13][C:14]1[CH:15]=[C:16]([CH:21]=[CH:22][CH:23]=1)[C:17]([O:19][CH3:20])=[O:18].C(=O)([O-])[O-].[Cs+].[Cs+].CS(C)=O. The catalyst is O. The product is [Br:1][C:2]1[CH:7]=[C:6]([S:8]([CH3:11])(=[O:10])=[O:9])[CH:5]=[CH:4][C:3]=1[O:13][C:14]1[CH:15]=[C:16]([CH:21]=[CH:22][CH:23]=1)[C:17]([O:19][CH3:20])=[O:18]. The yield is 0.530. (3) The reactants are C(O[CH:4](OCC)[C:5](=[NH:8])OC)C.[CH3:12][C:13]1[CH:18]=[C:17]([CH3:19])[CH:16]=[CH:15][C:14]=1[CH2:20][NH2:21]. The catalyst is CO. The product is [CH3:19][C:17]1[CH:16]=[C:15]2[C:4](=[C:13]([CH3:12])[CH:18]=1)[CH:5]=[N:8][C:20]([NH2:21])=[CH:14]2. The yield is 0.900. (4) The reactants are C([O:5][C:6]([CH2:8][C:9]1[CH:14]=[CH:13][C:12]([O:15][C:16]([C:18]2[CH:19]=[C:20]3[C:25](=[CH:26][CH:27]=2)[O:24][C:23]([CH3:29])([CH3:28])[CH2:22][C:21]3([CH3:31])[CH3:30])=[O:17])=[CH:11][CH:10]=1)=[O:7])(C)(C)C.FC(F)(F)C(O)=O. No catalyst specified. The product is [C:6]([CH2:8][C:9]1[CH:10]=[CH:11][C:12]([O:15][C:16]([C:18]2[CH:19]=[C:20]3[C:25](=[CH:26][CH:27]=2)[O:24][C:23]([CH3:29])([CH3:28])[CH2:22][C:21]3([CH3:31])[CH3:30])=[O:17])=[CH:13][CH:14]=1)([OH:7])=[O:5]. The yield is 0.500.